Dataset: Full USPTO retrosynthesis dataset with 1.9M reactions from patents (1976-2016). Task: Predict the reactants needed to synthesize the given product. (1) Given the product [CH2:36]([C:38]1([OH:42])[CH2:41][N:40]([CH2:25][C:24]2[CH:23]=[CH:22][C:21]([O:20][CH:18]3[CH2:19][N:16]([C:14]([C:12]4[O:13][C:9]([C:6]5[CH:7]=[CH:8][C:3]([O:2][CH3:1])=[CH:4][CH:5]=5)=[N:10][N:11]=4)=[O:15])[CH2:17]3)=[CH:28][CH:27]=2)[CH2:39]1)[CH3:37], predict the reactants needed to synthesize it. The reactants are: [CH3:1][O:2][C:3]1[CH:8]=[CH:7][C:6]([C:9]2[O:13][C:12]([C:14]([N:16]3[CH2:19][CH:18]([O:20][C:21]4[CH:28]=[CH:27][C:24]([CH:25]=O)=[CH:23][CH:22]=4)[CH2:17]3)=[O:15])=[N:11][N:10]=2)=[CH:5][CH:4]=1.FC(F)(F)C(O)=O.[CH2:36]([C:38]1([OH:42])[CH2:41][NH:40][CH2:39]1)[CH3:37].CCN(C(C)C)C(C)C.C(O[BH-](OC(=O)C)OC(=O)C)(=O)C.[Na+]. (2) Given the product [CH2:19]([CH:21]([NH:33][C:2]1[CH:7]=[C:6]([CH3:8])[N:5]=[C:4]([NH:9][C:10]2[C:15]([CH3:16])=[CH:14][C:13]([CH3:17])=[CH:12][C:11]=2[CH3:18])[N:3]=1)[CH2:22][CH3:23])[CH3:20], predict the reactants needed to synthesize it. The reactants are: Cl[C:2]1[CH:7]=[C:6]([CH3:8])[N:5]=[C:4]([NH:9][C:10]2[C:15]([CH3:16])=[CH:14][C:13]([CH3:17])=[CH:12][C:11]=2[CH3:18])[N:3]=1.[CH2:19]([CH2:21][CH2:22][CH2:23]N)[CH3:20].C(=O)([O-])[O-].[K+].[K+].C(#[N:33])C. (3) The reactants are: [CH3:1][C:2]1[CH:7]=[C:6]([CH3:8])[N:5]=[C:4]([N:9]2[CH2:16][CH:15]3[CH:11]([CH2:12][NH:13][CH2:14]3)[CH2:10]2)[N:3]=1.CC(O)=O.[F:21][C:22]1[C:30]([F:31])=[CH:29][CH:28]=[CH:27][C:23]=1[C:24](O)=[O:25]. Given the product [F:21][C:22]1[C:30]([F:31])=[CH:29][CH:28]=[CH:27][C:23]=1[C:24]([N:13]1[CH2:14][CH:15]2[CH:11]([CH2:10][N:9]([C:4]3[N:5]=[C:6]([CH3:8])[CH:7]=[C:2]([CH3:1])[N:3]=3)[CH2:16]2)[CH2:12]1)=[O:25], predict the reactants needed to synthesize it. (4) Given the product [C:39]([O:31][C:29](=[O:30])[NH:34][C:10]1[CH:9]=[C:8]([N:5]2[CH2:6][CH2:7][C:2]([F:1])([F:22])[CH2:3][CH2:4]2)[CH:13]=[C:12]([CH2:14][O:15][CH:16]2[CH2:21][CH2:20][CH2:19][CH2:18][O:17]2)[N:11]=1)([CH3:42])([CH3:41])[CH3:40], predict the reactants needed to synthesize it. The reactants are: [F:1][C:2]1([F:22])[CH2:7][CH2:6][N:5]([C:8]2[CH:13]=[C:12]([CH2:14][O:15][CH:16]3[CH2:21][CH2:20][CH2:19][CH2:18][O:17]3)[N:11]=[CH:10][CH:9]=2)[CH2:4][CH2:3]1.N1C=CC=CC=1[C:29]([OH:31])=[O:30].C([N:34](CC)CC)C.[C:39](O)([CH3:42])([CH3:41])[CH3:40].C1(P(N=[N+]=[N-])(C2C=CC=CC=2)=O)C=CC=CC=1. (5) Given the product [Br:1][C:2]1[CH:3]=[CH:4][C:5]2[N:6]([CH:8]=[C:9]([C:11]3[CH:18]=[CH:17][C:14]([C:15]4[O:16][CH:30]=[N:29][CH:28]=4)=[CH:13][CH:12]=3)[N:10]=2)[CH:7]=1, predict the reactants needed to synthesize it. The reactants are: [Br:1][C:2]1[CH:3]=[CH:4][C:5]2[N:6]([CH:8]=[C:9]([C:11]3[CH:18]=[CH:17][C:14]([CH:15]=[O:16])=[CH:13][CH:12]=3)[N:10]=2)[CH:7]=1.C1(C)C=CC(S([CH2:28][N+:29]#[C-:30])(=O)=O)=CC=1.